Dataset: Forward reaction prediction with 1.9M reactions from USPTO patents (1976-2016). Task: Predict the product of the given reaction. Given the reactants C(OC([N:8]1[CH2:13][CH2:12][CH:11]([NH:14][C:15]([C:17]2[C:21]([NH:22][C:23](=[O:32])[C:24]3[C:29]([Cl:30])=[CH:28][CH:27]=[CH:26][C:25]=3[Cl:31])=[CH:20][NH:19][N:18]=2)=[O:16])[CH2:10][CH2:9]1)=O)(C)(C)C.Cl.CCOC(C)=O, predict the reaction product. The product is: [NH:8]1[CH2:13][CH2:12][CH:11]([NH:14][C:15]([C:17]2[C:21]([NH:22][C:23](=[O:32])[C:24]3[C:29]([Cl:30])=[CH:28][CH:27]=[CH:26][C:25]=3[Cl:31])=[CH:20][NH:19][N:18]=2)=[O:16])[CH2:10][CH2:9]1.